This data is from Peptide-MHC class II binding affinity with 134,281 pairs from IEDB. The task is: Regression. Given a peptide amino acid sequence and an MHC pseudo amino acid sequence, predict their binding affinity value. This is MHC class II binding data. The peptide sequence is SQIKGRAWDNTVVEF. The MHC is DRB1_0101 with pseudo-sequence DRB1_0101. The binding affinity (normalized) is 0.386.